Dataset: Forward reaction prediction with 1.9M reactions from USPTO patents (1976-2016). Task: Predict the product of the given reaction. (1) Given the reactants [NH:1]1[CH2:6][CH:5]=[C:4]([C:7]([OH:9])=[O:8])[CH2:3][CH2:2]1.Br[C:11]1[C:16]([Cl:17])=[CH:15][CH:14]=[CH:13][N:12]=1.C([O-])([O-])=O.[K+].[K+].C(O)(C(F)(F)F)=O, predict the reaction product. The product is: [Cl:17][C:16]1[C:11]([N:1]2[CH2:2][CH:3]=[C:4]([C:7]([OH:9])=[O:8])[CH2:5][CH2:6]2)=[N:12][CH:13]=[CH:14][CH:15]=1. (2) Given the reactants Cl.[F:2][CH:3]([F:14])[O:4][C:5]1[CH:12]=[CH:11][C:8]([CH2:9][NH2:10])=[CH:7][C:6]=1[OH:13].C(N(CC)CC)C.[I:22][C:23]1[CH:24]=[C:25]2[C:30](=[CH:31][CH:32]=1)[C:29](=O)[NH:28][C:27](=O)/[C:26]/2=[CH:35]/OC, predict the reaction product. The product is: [I:22][C:23]1[CH:24]=[C:25]2[C:30](=[CH:31][CH:32]=1)[CH:29]=[N:28][CH2:27]/[C:26]/2=[CH:35]\[NH:10][CH2:9][C:8]1[CH:11]=[CH:12][C:5]([O:4][CH:3]([F:14])[F:2])=[C:6]([OH:13])[CH:7]=1.